Dataset: Peptide-MHC class II binding affinity with 134,281 pairs from IEDB. Task: Regression. Given a peptide amino acid sequence and an MHC pseudo amino acid sequence, predict their binding affinity value. This is MHC class II binding data. (1) The peptide sequence is FLVKCQLQNPGVADL. The MHC is DRB1_1302 with pseudo-sequence DRB1_1302. The binding affinity (normalized) is 0.280. (2) The peptide sequence is GPKDNGGACGYKDVD. The MHC is DRB1_0301 with pseudo-sequence DRB1_0301. The binding affinity (normalized) is 0. (3) The peptide sequence is KRWIILGLNKIVRMYSPTSI. The MHC is HLA-DQA10104-DQB10503 with pseudo-sequence HLA-DQA10104-DQB10503. The binding affinity (normalized) is 0.543. (4) The peptide sequence is ALHIIAGTPEVHAVK. The MHC is DRB1_0802 with pseudo-sequence DRB1_0802. The binding affinity (normalized) is 0.695. (5) The peptide sequence is NFRFMSKGGMRNVFDEVIPT. The MHC is DRB1_0901 with pseudo-sequence DRB1_0901. The binding affinity (normalized) is 0.611. (6) The peptide sequence is IMDVGEIQNKEVILK. The binding affinity (normalized) is 0.245. The MHC is DRB1_0101 with pseudo-sequence DRB1_0101.